This data is from Full USPTO retrosynthesis dataset with 1.9M reactions from patents (1976-2016). The task is: Predict the reactants needed to synthesize the given product. (1) Given the product [C:32]([O:31][C:30]([NH:29][CH:26]1[CH2:25][CH2:24][N:23]([C:2]2[N:11]=[C:10]3[C:5]([C:6](=[O:21])[C:7]([C:16]([O:18][CH2:19][CH3:20])=[O:17])=[CH:8][N:9]3[CH2:12][CH2:13][C:14]#[N:15])=[CH:4][C:3]=2[F:22])[CH2:28][CH2:27]1)=[O:36])([CH3:35])([CH3:33])[CH3:34], predict the reactants needed to synthesize it. The reactants are: Cl[C:2]1[N:11]=[C:10]2[C:5]([C:6](=[O:21])[C:7]([C:16]([O:18][CH2:19][CH3:20])=[O:17])=[CH:8][N:9]2[CH2:12][CH2:13][C:14]#[N:15])=[CH:4][C:3]=1[F:22].[NH:23]1[CH2:28][CH2:27][CH:26]([NH:29][C:30](=[O:36])[O:31][C:32]([CH3:35])([CH3:34])[CH3:33])[CH2:25][CH2:24]1. (2) Given the product [Br:1][CH:2]([CH3:12])[CH2:3][O:4][C:5]1[CH:10]=[CH:9][C:8]([C:16]#[C:15][CH2:14][CH2:13][OH:17])=[CH:7][CH:6]=1, predict the reactants needed to synthesize it. The reactants are: [Br:1][CH:2]([CH3:12])[CH2:3][O:4][C:5]1[CH:10]=[CH:9][C:8](I)=[CH:7][CH:6]=1.[CH2:13]([OH:17])[CH2:14][C:15]#[CH:16].CCN(CC)CC. (3) Given the product [ClH:25].[O:1]=[C:2]1[CH2:3][NH:4][CH2:5][CH2:6][CH2:7][N:8]1[CH2:19][C:20]([O:22][CH2:23][CH3:24])=[O:21], predict the reactants needed to synthesize it. The reactants are: [O:1]=[C:2]1[NH:8][CH2:7][CH2:6][CH2:5][N:4](C(OC(C)(C)C)=O)[CH2:3]1.[H-].[Na+].Br[CH2:19][C:20]([O:22][CH2:23][CH3:24])=[O:21].[ClH:25].O1CCOCC1. (4) Given the product [F:20][C:21]1[CH:26]=[CH:25][C:24]([C:8]2[C:7]([O:19][CH2:18][CH2:17][O:16][CH:13]([CH3:15])[CH3:14])=[N:6][CH:5]=[C:4]([CH:9]=2)[C:3]([NH:30][C@@H:31]2[CH2:36][CH2:35][CH2:34][CH2:33][C@H:32]2[OH:37])=[O:12])=[CH:23][CH:22]=1, predict the reactants needed to synthesize it. The reactants are: CO[C:3](=[O:12])[C:4]1[CH:9]=[C:8](Br)[C:7](Cl)=[N:6][CH:5]=1.[CH:13]([O:16][CH2:17][CH2:18][OH:19])([CH3:15])[CH3:14].[F:20][C:21]1[CH:26]=[CH:25][C:24](B(O)O)=[CH:23][CH:22]=1.[NH2:30][C@@H:31]1[CH2:36][CH2:35][CH2:34][CH2:33][C@H:32]1[OH:37]. (5) Given the product [CH:32]1([C:30]2[N:29]([CH3:35])[C:28]3[CH:36]=[C:24]([N:21]4[CH:22]=[CH:23][C:18]([O:15][CH2:14][C:12]5[N:13]=[C:9]([C:4]([F:3])([F:16])[C:5]([F:8])([F:7])[F:6])[S:10][CH:11]=5)=[CH:19][C:20]4=[O:37])[CH:25]=[CH:26][C:27]=3[N:31]=2)[CH2:33][CH2:34]1, predict the reactants needed to synthesize it. The reactants are: [H-].[Na+].[F:3][C:4]([F:16])([C:9]1[S:10][CH:11]=[C:12]([CH2:14][OH:15])[N:13]=1)[C:5]([F:8])([F:7])[F:6].Br[C:18]1[CH:23]=[CH:22][N:21]([C:24]2[CH:25]=[CH:26][C:27]3[N:31]=[C:30]([CH:32]4[CH2:34][CH2:33]4)[N:29]([CH3:35])[C:28]=3[CH:36]=2)[C:20](=[O:37])[CH:19]=1. (6) Given the product [O:1]1[C:5]2[CH:6]=[CH:7][C:8]([C:10]3([C:13]([NH:15][C:16]4[CH:17]=[C:18]([C:23]5[CH:24]=[CH:25][C:26]([CH2:29][N:30]([CH3:31])[S:33]([CH3:32])(=[O:35])=[O:34])=[CH:27][CH:28]=5)[C:19]([CH3:22])=[CH:20][CH:21]=4)=[O:14])[CH2:11][CH2:12]3)=[CH:9][C:4]=2[O:3][CH2:2]1, predict the reactants needed to synthesize it. The reactants are: [O:1]1[C:5]2[CH:6]=[CH:7][C:8]([C:10]3([C:13]([NH:15][C:16]4[CH:17]=[C:18]([C:23]5[CH:28]=[CH:27][C:26]([CH2:29][NH:30][CH3:31])=[CH:25][CH:24]=5)[C:19]([CH3:22])=[CH:20][CH:21]=4)=[O:14])[CH2:12][CH2:11]3)=[CH:9][C:4]=2[O:3][CH2:2]1.[CH3:32][S:33](Cl)(=[O:35])=[O:34].CCN(CC)CC. (7) Given the product [CH3:1][C:2]1([CH3:21])[C@H:4](/[CH:5]=[C:6](\[CH3:13])/[CH:7]=[N:8][O:9][CH2:10][C:11]#[CH:12])[C@H:3]1[C:14]([OH:16])=[O:15], predict the reactants needed to synthesize it. The reactants are: [CH3:1][C:2]1([CH3:21])[C@H:4](/[CH:5]=[C:6](\[CH3:13])/[CH:7]=[N:8][O:9][CH2:10][C:11]#[CH:12])[C@H:3]1[C:14]([O:16]C(C)(C)C)=[O:15].C1(C)C=CC(S(O)(=O)=O)=CC=1.